This data is from Reaction yield outcomes from USPTO patents with 853,638 reactions. The task is: Predict the reaction yield, written as a fraction of the theoretical maximum amount of product (1.0 means a 100% yield; for example, 0.34 means a 34% yield). (1) The reactants are [NH2:1][C:2]1[C:10]2[C:5](=[CH:6][CH:7]=[CH:8][CH:9]=2)[C:4]([C:19]2[CH:20]=[C:21]([OH:25])[CH:22]=[CH:23][CH:24]=2)([C:11]2[CH:16]=[CH:15][C:14]([F:17])=[C:13]([Br:18])[CH:12]=2)C=1.C1C=CC(N([S:33]([C:36]([F:39])([F:38])[F:37])(=[O:35])=[O:34])[S:33]([C:36]([F:39])([F:38])[F:37])(=[O:35])=[O:34])=CC=1.C([N:49](CC)CC)C. The catalyst is ClCCl. The product is [F:37][C:36]([F:39])([F:38])[S:33]([O:25][C:21]1[CH:22]=[CH:23][CH:24]=[C:19]([C:4]2([C:11]3[CH:16]=[CH:15][C:14]([F:17])=[C:13]([Br:18])[CH:12]=3)[C:5]3[C:10](=[CH:9][CH:8]=[CH:7][CH:6]=3)[C:2]([NH2:1])=[N:49]2)[CH:20]=1)(=[O:35])=[O:34]. The yield is 0.760. (2) The reactants are [NH2:1][C:2]1[CH:3]=[C:4]2[C:9](=[C:10]([Cl:12])[CH:11]=1)[N:8]=[CH:7][C:6]([C:13]#[N:14])=[C:5]2[NH:15][C:16]1[CH:21]=[CH:20][C:19]([F:22])=[C:18]([Cl:23])[CH:17]=1.[CH:24](=O)[C:25]1[CH:30]=[CH:29][CH:28]=[N:27][CH:26]=1.[BH3-]C#N.[Na+]. The catalyst is CCO. The product is [Cl:12][C:10]1[CH:11]=[C:2]([NH:1][CH2:24][C:25]2[CH:26]=[N:27][CH:28]=[CH:29][CH:30]=2)[CH:3]=[C:4]2[C:9]=1[N:8]=[CH:7][C:6]([C:13]#[N:14])=[C:5]2[NH:15][C:16]1[CH:21]=[CH:20][C:19]([F:22])=[C:18]([Cl:23])[CH:17]=1. The yield is 0.470. (3) The reactants are [C:1]([Mg]Br)#[CH:2].[CH3:5][C:6]1[O:10][N:9]=[C:8]([C:11](=[O:13])[CH3:12])[N:7]=1. The catalyst is C1COCC1. The product is [CH3:5][C:6]1[O:10][N:9]=[C:8]([C:11]([OH:13])([C:1]#[CH:2])[CH3:12])[N:7]=1. The yield is 0.890. (4) The reactants are C(OC(O[CH2:8][CH3:9])CBr)C.C(O)C.C(=O)([O-])O.[Na+].[NH2:18][C:19]1[N:20]=[N:21][CH:22]=[C:23]([C:25]([F:28])([CH3:27])[CH3:26])[N:24]=1. The catalyst is Br.O. The product is [F:28][C:25]([C:23]1[CH:22]=[N:21][N:20]2[CH:8]=[CH:9][N:18]=[C:19]2[N:24]=1)([CH3:27])[CH3:26]. The yield is 0.170. (5) The reactants are C[O:2][C:3](=[O:22])[CH2:4][CH2:5][C:6]1[CH:11]=[CH:10][C:9]([NH:12][C:13]2[CH:18]=[CH:17][CH:16]=[CH:15][C:14]=2[C:19](=O)[CH3:20])=[CH:8][CH:7]=1.OS(O)(=O)=O.C([O-])([O-])=O.[K+].[K+]. The catalyst is C(O)(=O)C. The product is [CH3:20][C:19]1[C:14]2[C:13]([N:12]=[C:9]3[C:10]=1[CH:11]=[C:6]([CH2:5][CH2:4][C:3]([OH:2])=[O:22])[CH:7]=[CH:8]3)=[CH:18][CH:17]=[CH:16][CH:15]=2. The yield is 0.870. (6) The reactants are [CH:1]([C:4]1[C:9](=[O:10])[NH:8][C:7](=[O:11])[NH:6][C:5]=1[O:12][C:13]1[CH:14]=[C:15]([CH:18]=[C:19]([CH3:21])[CH:20]=1)[CH:16]=O)([CH3:3])[CH3:2].[C:22]([CH2:24]P(=O)(OCC)OCC)#[N:23].CC(C)([O-])C.[K+]. The catalyst is C1COCC1.CC(=O)OCC. The product is [CH:1]([C:4]1[C:9](=[O:10])[NH:8][C:7](=[O:11])[NH:6][C:5]=1[O:12][C:13]1[CH:14]=[C:15]([CH:16]=[CH:24][C:22]#[N:23])[CH:18]=[C:19]([CH3:21])[CH:20]=1)([CH3:3])[CH3:2]. The yield is 0.400. (7) The yield is 0.740. The reactants are C([O:3][C:4](=[CH2:7])[C:5]#[N:6])C.C[O-].[Na+].CO.Cl.O[CH:15]1[O:23][C@H:22]([CH2:24][OH:25])[C@@H:20]([OH:21])[C@H:18]([OH:19])[C@H:16]1[NH2:17].CC([O-])=O.[Na+].CC(O)=O. The catalyst is O.CO. The product is [OH:19][C@H:18]([C:16]1[N:17]=[C:5]([C:4](=[O:3])[CH3:7])[NH:6][CH:15]=1)[C@H:20]([OH:21])[C@H:22]([OH:23])[CH2:24][OH:25]. (8) The reactants are [CH3:1][O:2][C:3]1[C:8]2[N:9]=[C:10]([NH:12][C:13](=[O:22])[C:14]3[CH:19]=[CH:18][C:17]([CH2:20][NH2:21])=[CH:16][CH:15]=3)[S:11][C:7]=2[C:6]([N:23]2[CH2:28][CH2:27][O:26][CH2:25][CH2:24]2)=[CH:5][CH:4]=1.[CH3:29][O:30][CH2:31][CH2:32][C:33](Cl)=[O:34]. No catalyst specified. The product is [CH3:1][O:2][C:3]1[C:8]2[N:9]=[C:10]([NH:12][C:13](=[O:22])[C:14]3[CH:19]=[CH:18][C:17]([CH2:20][NH:21][C:33](=[O:34])[CH2:32][CH2:31][O:30][CH3:29])=[CH:16][CH:15]=3)[S:11][C:7]=2[C:6]([N:23]2[CH2:28][CH2:27][O:26][CH2:25][CH2:24]2)=[CH:5][CH:4]=1. The yield is 0.440. (9) The reactants are Br[CH2:2][C:3](=[O:8])[C:4]([CH3:7])([CH3:6])[CH3:5].[N-:9]=[N+:10]=[N-:11].[Na+]. The catalyst is CC(C)=O.[Cl-].[Na+].O. The product is [N:9]([CH2:2][C:3](=[O:8])[C:4]([CH3:7])([CH3:6])[CH3:5])=[N+:10]=[N-:11]. The yield is 1.00. (10) The reactants are C([O-])([O-])=O.[Cs+].[Cs+].[CH2:7]([O:9][C:10](=[O:19])[C:11]1[CH:16]=[CH:15][C:14]([OH:17])=[C:13]([OH:18])[CH:12]=1)[CH3:8].Br[CH2:21][CH2:22]Br. The catalyst is CN(C=O)C. The product is [CH2:7]([O:9][C:10]([C:11]1[CH:16]=[CH:15][C:14]2[O:17][CH2:21][CH2:22][O:18][C:13]=2[CH:12]=1)=[O:19])[CH3:8]. The yield is 0.290.